From a dataset of Full USPTO retrosynthesis dataset with 1.9M reactions from patents (1976-2016). Predict the reactants needed to synthesize the given product. (1) Given the product [C:5]([OH:12])(=[O:11])/[CH:6]=[CH:7]/[C:8]([OH:10])=[O:9].[C:1]([NH2:4])(=[O:3])[CH3:2], predict the reactants needed to synthesize it. The reactants are: [C:1]([NH2:4])(=[O:3])[CH3:2].[C:5]([OH:12])(=[O:11])/[CH:6]=[CH:7]/[C:8]([OH:10])=[O:9]. (2) The reactants are: N[C@@H]1C2C(=CC=CC=2)C[C@@H]1O.[CH3:12][O:13][C:14]1[CH:19]=[CH:18][CH:17]=[CH:16][C:15]=1[C:20]1[C:29]2[C:24](=[CH:25][CH:26]=[CH:27][CH:28]=2)[CH2:23][CH2:22][N:21]=1.FC(F)(F)C(O)=O. Given the product [CH3:12][O:13][C:14]1[CH:19]=[CH:18][CH:17]=[CH:16][C:15]=1[CH:20]1[C:29]2[C:24](=[CH:25][CH:26]=[CH:27][CH:28]=2)[CH2:23][CH2:22][NH:21]1, predict the reactants needed to synthesize it.